From a dataset of Forward reaction prediction with 1.9M reactions from USPTO patents (1976-2016). Predict the product of the given reaction. (1) Given the reactants [C:1]([O:5][C:6](=[O:15])[NH:7][C:8]1[CH:13]=[CH:12][C:11](I)=[CH:10][CH:9]=1)([CH3:4])([CH3:3])[CH3:2].C(N(CC)CC)C.[C:23]1([C:29]#[CH:30])[CH:28]=[CH:27][CH:26]=[CH:25][CH:24]=1, predict the reaction product. The product is: [C:1]([O:5][C:6](=[O:15])[NH:7][C:8]1[CH:13]=[CH:12][C:11]([C:30]#[C:29][C:23]2[CH:28]=[CH:27][CH:26]=[CH:25][CH:24]=2)=[CH:10][CH:9]=1)([CH3:4])([CH3:3])[CH3:2]. (2) Given the reactants C(N(C(C)C)C(C)C)C.[C:10]1([C:16](=[N:23][CH2:24][C:25]2([C:31]([NH:33][C:34]3[CH:39]=[C:38]([C:40]([F:43])([F:42])[F:41])[CH:37]=[CH:36][N:35]=3)=[O:32])[CH2:30][CH2:29][NH:28][CH2:27][CH2:26]2)[C:17]2[CH:22]=[CH:21][CH:20]=[CH:19][CH:18]=2)[CH:15]=[CH:14][CH:13]=[CH:12][CH:11]=1.Cl[C:45]1[C:46]2[CH:53]=[CH:52][NH:51][C:47]=2[N:48]=[CH:49][N:50]=1, predict the reaction product. The product is: [C:10]1([C:16](=[N:23][CH2:24][C:25]2([C:31]([NH:33][C:34]3[CH:39]=[C:38]([C:40]([F:42])([F:43])[F:41])[CH:37]=[CH:36][N:35]=3)=[O:32])[CH2:30][CH2:29][N:28]([C:45]3[C:46]4[CH:53]=[CH:52][NH:51][C:47]=4[N:48]=[CH:49][N:50]=3)[CH2:27][CH2:26]2)[C:17]2[CH:18]=[CH:19][CH:20]=[CH:21][CH:22]=2)[CH:11]=[CH:12][CH:13]=[CH:14][CH:15]=1. (3) Given the reactants C(O[C:6](=O)[N:7]([CH2:9][CH2:10][CH2:11][CH2:12][N:13]1[C:21](=[O:22])[C:20]2[C:15](=[CH:16][CH:17]=[CH:18][CH:19]=2)[C:14]1=[O:23])C)(C)(C)C.FC(F)(F)S(O)(=O)=O, predict the reaction product. The product is: [CH3:6][NH:7][CH2:9][CH2:10][CH2:11][CH2:12][N:13]1[C:14](=[O:23])[C:15]2[C:20](=[CH:19][CH:18]=[CH:17][CH:16]=2)[C:21]1=[O:22]. (4) Given the reactants [CH3:1][N:2]([CH3:14])[CH2:3][CH2:4][O:5][C:6]1[CH:13]=[CH:12][C:9]([CH:10]=O)=[CH:8][CH:7]=1.[CH3:15][C:16]1[CH:21]=[CH:20][C:19]([CH3:22])=[CH:18][C:17]=1[OH:23].Cl, predict the reaction product. The product is: [CH3:22][C:19]1[CH:18]=[C:17]([OH:23])[C:16]([CH3:15])=[CH:21][C:20]=1[CH:10]([C:20]1[CH:21]=[C:16]([CH3:15])[C:17]([OH:23])=[CH:18][C:19]=1[CH3:22])[C:9]1[CH:12]=[CH:13][C:6]([O:5][CH2:4][CH2:3][N:2]([CH3:14])[CH3:1])=[CH:7][CH:8]=1. (5) Given the reactants [CH:1]1([NH:5][C:6]2[CH:11]=[CH:10][CH:9]=[C:8]([F:12])[CH:7]=2)[CH2:4][CH2:3][CH2:2]1.N1C=CC=CC=1.[F:19][C:20]1[CH:25]=[CH:24][C:23]([S:26](Cl)(=[O:28])=[O:27])=[CH:22][CH:21]=1.Cl, predict the reaction product. The product is: [CH:1]1([N:5]([C:6]2[CH:11]=[CH:10][CH:9]=[C:8]([F:12])[CH:7]=2)[S:26]([C:23]2[CH:24]=[CH:25][C:20]([F:19])=[CH:21][CH:22]=2)(=[O:28])=[O:27])[CH2:4][CH2:3][CH2:2]1.